From a dataset of Forward reaction prediction with 1.9M reactions from USPTO patents (1976-2016). Predict the product of the given reaction. (1) Given the reactants COC(=O)CC1C=CC(CN2CCCC2)=CC=1.[Br:18][C:19]1[CH:24]=[CH:23][C:22]([CH2:25][C:26](OCC)=[O:27])=[C:21]([F:31])[CH:20]=1, predict the reaction product. The product is: [Br:18][C:19]1[CH:24]=[CH:23][C:22]([CH2:25][CH2:26][OH:27])=[C:21]([F:31])[CH:20]=1. (2) The product is: [NH2:1][C:2]1[CH:3]=[CH:4][C:5]([F:11])=[C:6]([CH:10]=1)[C:7]([O:9][CH3:12])=[O:8]. Given the reactants [NH2:1][C:2]1[CH:3]=[CH:4][C:5]([F:11])=[C:6]([CH:10]=1)[C:7]([OH:9])=[O:8].[CH3:12]O, predict the reaction product. (3) Given the reactants [CH:1]([N:4]1[CH2:9][CH2:8][CH:7]([O:10][C:11]2[CH:19]=[CH:18][C:17]3[N:16]4[CH2:20][CH2:21][NH:22][C:23](=[O:24])[C:15]4=[CH:14][C:13]=3[CH:12]=2)[CH2:6][CH2:5]1)([CH3:3])[CH3:2].[H-].[Na+].[CH3:27]I, predict the reaction product. The product is: [CH:1]([N:4]1[CH2:9][CH2:8][CH:7]([O:10][C:11]2[CH:19]=[CH:18][C:17]3[N:16]4[CH2:20][CH2:21][N:22]([CH3:27])[C:23](=[O:24])[C:15]4=[CH:14][C:13]=3[CH:12]=2)[CH2:6][CH2:5]1)([CH3:3])[CH3:2]. (4) Given the reactants [CH3:1][C:2]1[N:3]=[C:4]([NH:7][C:8]2[CH:13]=[C:12]([O:14][C:15]3[CH:23]=[CH:22][CH:21]=[CH:20][C:16]=3[C:17]([OH:19])=O)[CH:11]=[CH:10][N:9]=2)[S:5][CH:6]=1.C(N(CC)CC)C.C([Cl:36])(=O)OCC.[CH2:37]([N:39]1[CH2:44][CH2:43][NH:42][CH2:41][CH2:40]1)[CH3:38], predict the reaction product. The product is: [ClH:36].[ClH:36].[CH2:37]([N:39]1[CH2:44][CH2:43][N:42]([C:17]([C:16]2[CH:20]=[CH:21][CH:22]=[CH:23][C:15]=2[O:14][C:12]2[CH:11]=[CH:10][N:9]=[C:8]([NH:7][C:4]3[S:5][CH:6]=[C:2]([CH3:1])[N:3]=3)[CH:13]=2)=[O:19])[CH2:41][CH2:40]1)[CH3:38]. (5) Given the reactants [F:1][C:2]1[CH:7]=[CH:6][CH:5]=[C:4](I)[CH:3]=1.[C:9]1([S:15]([O-:17])=[O:16])[CH:14]=[CH:13][CH:12]=[CH:11][CH:10]=1.[Na+].CNCCNC, predict the reaction product. The product is: [C:9]1([S:15]([C:4]2[CH:5]=[CH:6][CH:7]=[C:2]([F:1])[CH:3]=2)(=[O:17])=[O:16])[CH:14]=[CH:13][CH:12]=[CH:11][CH:10]=1. (6) Given the reactants C([N:8]1[CH2:12][CH2:11][CH:10]([C@@H:13]2[CH2:15][C@@H:14]2[C:16]([O:18][C:19]([CH3:22])([CH3:21])[CH3:20])=[O:17])[CH2:9]1)C1C=CC=CC=1.Cl[C:24]([O:26][CH2:27][C:28]1[CH:33]=[CH:32][CH:31]=[CH:30][CH:29]=1)=[O:25], predict the reaction product. The product is: [CH2:27]([O:26][C:24]([N:8]1[CH2:12][CH2:11][CH:10]([C@@H:13]2[CH2:15][C@@H:14]2[C:16]([O:18][C:19]([CH3:22])([CH3:21])[CH3:20])=[O:17])[CH2:9]1)=[O:25])[C:28]1[CH:33]=[CH:32][CH:31]=[CH:30][CH:29]=1. (7) Given the reactants N1CCCC1.C(OC([O:13][C:14]1[C:26]([C:27]([F:30])([F:29])[F:28])=[CH:25][CH:24]=[C:23]([CH2:31][O:32][C:33]2[CH:38]=[CH:37][C:36]([C:39]3[CH:44]=[CH:43][CH:42]=[C:41]([CH2:45][C:46]([O:48][CH3:49])=[O:47])[C:40]=3[CH3:50])=[CH:35][CH:34]=2)[C:15]=1[C:16]([O:18][C:19]([CH3:22])([CH3:21])[CH3:20])=[O:17])=O)(C)(C)C, predict the reaction product. The product is: [OH:13][C:14]1[C:26]([C:27]([F:29])([F:30])[F:28])=[CH:25][CH:24]=[C:23]([CH2:31][O:32][C:33]2[CH:38]=[CH:37][C:36]([C:39]3[CH:44]=[CH:43][CH:42]=[C:41]([CH2:45][C:46]([O:48][CH3:49])=[O:47])[C:40]=3[CH3:50])=[CH:35][CH:34]=2)[C:15]=1[C:16]([O:18][C:19]([CH3:20])([CH3:21])[CH3:22])=[O:17]. (8) Given the reactants [OH:1][CH2:2][C:3]1[C:8]([C:9]2[O:10][C:11]3[CH:17]=[CH:16][C:15]([CH2:18][C:19]([O:21]C)=[O:20])=[CH:14][C:12]=3[CH:13]=2)=[CH:7][CH:6]=[CH:5][N:4]=1.[Li+].[OH-].Cl, predict the reaction product. The product is: [OH:1][CH2:2][C:3]1[C:8]([C:9]2[O:10][C:11]3[CH:17]=[CH:16][C:15]([CH2:18][C:19]([OH:21])=[O:20])=[CH:14][C:12]=3[CH:13]=2)=[CH:7][CH:6]=[CH:5][N:4]=1.